This data is from Forward reaction prediction with 1.9M reactions from USPTO patents (1976-2016). The task is: Predict the product of the given reaction. (1) The product is: [F:21][C:22]1[CH:30]=[C:29]2[C:25]([C:26]([C:40]3[CH:41]=[CH:42][C:43]4[O:47][C:46](=[O:48])[N:45]([CH2:49][C:50]([NH2:52])=[O:51])[C:44]=4[CH:53]=3)=[CH:27][NH:28]2)=[CH:24][CH:23]=1. Given the reactants FC1C=C2C(C(I)=CN2S(C2C=CC=CC=2)(=O)=O)=CC=1.[F:21][C:22]1[CH:30]=[C:29]2[C:25]([C:26]([C:40]3[CH:41]=[CH:42][C:43]4[O:47][C:46](=[O:48])[N:45]([CH2:49][C:50]([NH2:52])=[O:51])[C:44]=4[CH:53]=3)=[CH:27][N:28]2S(C2C=CC=CC=2)(=O)=O)=[CH:24][CH:23]=1, predict the reaction product. (2) Given the reactants [CH3:1][O:2][C:3]1[CH:8]=[CH:7][C:6]([OH:9])=[CH:5][CH:4]=1.[Br-:10].[Br-:11].[Br-].C([N+](C)(C)C)C1C=CC=CC=1.C([N+](C)(C)C)C1C=CC=CC=1.C([N+](C)(C)C)C1C=CC=CC=1, predict the reaction product. The product is: [Br:10][C:7]1[CH:8]=[C:3]([O:2][CH3:1])[CH:4]=[C:5]([Br:11])[C:6]=1[OH:9].